From a dataset of Full USPTO retrosynthesis dataset with 1.9M reactions from patents (1976-2016). Predict the reactants needed to synthesize the given product. (1) Given the product [NH2:14][C:11]1[CH:12]=[CH:13][N:9]([CH2:8][C:7]([CH3:18])([CH3:17])[O:6][CH2:5][C@@H:4]([OH:19])[CH2:3][N:2]([CH3:1])[CH3:20])[N:10]=1, predict the reactants needed to synthesize it. The reactants are: [CH3:1][N:2]([CH3:20])[CH2:3][C@H:4]([OH:19])[CH2:5][O:6][C:7]([CH3:18])([CH3:17])[CH2:8][N:9]1[CH:13]=[CH:12][C:11]([N+:14]([O-])=O)=[N:10]1.C(OCC)(=O)C.[H][H]. (2) Given the product [Br:10][C:5]1[CH:6]=[CH:7][C:2]([Cl:1])=[C:3]([CH3:9])[C:4]=1[Cl:8], predict the reactants needed to synthesize it. The reactants are: [Cl:1][C:2]1[CH:7]=[CH:6][CH:5]=[C:4]([Cl:8])[C:3]=1[CH3:9].[Br:10]Br.